Dataset: Peptide-MHC class I binding affinity with 185,985 pairs from IEDB/IMGT. Task: Regression. Given a peptide amino acid sequence and an MHC pseudo amino acid sequence, predict their binding affinity value. This is MHC class I binding data. (1) The peptide sequence is SEAPNAKEEI. The MHC is HLA-B40:01 with pseudo-sequence HLA-B40:01. The binding affinity (normalized) is 0.346. (2) The peptide sequence is KLGDKGSPY. The MHC is HLA-A11:01 with pseudo-sequence HLA-A11:01. The binding affinity (normalized) is 0.191. (3) The MHC is HLA-A26:03 with pseudo-sequence HLA-A26:03. The binding affinity (normalized) is 0.0847. The peptide sequence is KQWSWFSLL. (4) The MHC is HLA-A03:01 with pseudo-sequence HLA-A03:01. The binding affinity (normalized) is 0.471. The peptide sequence is KSKNINIEVK.